This data is from Reaction yield outcomes from USPTO patents with 853,638 reactions. The task is: Predict the reaction yield, written as a fraction of the theoretical maximum amount of product (1.0 means a 100% yield; for example, 0.34 means a 34% yield). (1) The reactants are [NH2:1][C:2]1[CH:3]=[C:4]([CH:8]=[CH:9][C:10]=1[CH3:11])[C:5]([OH:7])=[O:6].[CH:12]([O-:17])([O-])[O:13][CH2:14][CH3:15].[N+:18]([CH2:21][C:22](OCC)=O)([O-])=O.[C:27](O)(=O)C. The catalyst is [Fe]. The product is [CH2:14]([O:13][C:12]([C:21]1[N:18]=[CH:27][N:1]([C:2]2[CH:3]=[C:4]([C:5]([OH:7])=[O:6])[CH:8]=[CH:9][C:10]=2[CH3:11])[CH:22]=1)=[O:17])[CH3:15]. The yield is 0.213. (2) The reactants are B.C1COCC1.[CH:7]1([S:12][CH2:13][C:14]2[CH:21]=[CH:20][C:17]([C:18]#[N:19])=[CH:16][CH:15]=2)[CH2:11][CH2:10][CH2:9][CH2:8]1.CO. The catalyst is C1COCC1. The product is [CH:7]1([S:12][CH2:13][C:14]2[CH:15]=[CH:16][C:17]([CH2:18][NH2:19])=[CH:20][CH:21]=2)[CH2:8][CH2:9][CH2:10][CH2:11]1. The yield is 0.590.